Dataset: Full USPTO retrosynthesis dataset with 1.9M reactions from patents (1976-2016). Task: Predict the reactants needed to synthesize the given product. (1) Given the product [OH:7][CH:8]([C:10]1[CH:11]=[CH:12][C:13]([C:16]2[N:20]=[C:19]([C:21]3[O:25][N:24]=[C:23]([C:26]4[CH:31]=[CH:30][CH:29]=[CH:28][CH:27]=4)[C:22]=3[C:32]([F:34])([F:33])[F:35])[O:18][N:17]=2)=[CH:14][CH:15]=1)[CH2:9][N:17]1[CH2:16][CH2:13][CH2:12][C:37]([CH3:38])([C:1]([OH:2])=[O:4])[CH2:36]1, predict the reactants needed to synthesize it. The reactants are: [C:1](=[O:4])([O-])[O-:2].[Cs+].[Cs+].[O:7]1[CH2:9][CH:8]1[C:10]1[CH:15]=[CH:14][C:13]([C:16]2[N:20]=[C:19]([C:21]3[O:25][N:24]=[C:23]([C:26]4[CH:31]=[CH:30][CH:29]=[CH:28][CH:27]=4)[C:22]=3[C:32]([F:35])([F:34])[F:33])[O:18][N:17]=2)=[CH:12][CH:11]=1.[CH3:36][CH:37](O)[CH3:38]. (2) Given the product [F:44][C:45]1[CH:46]=[CH:23][CH:24]=[CH:25][C:21]=1[C:19]([NH:18][CH:16]([C:13]1[N:12]=[N:11][C:10]([NH:9][C:6]2[CH:5]=[CH:4][C:3]([O:2][CH3:1])=[CH:8][CH:7]=2)=[N:15][CH:14]=1)[CH3:17])=[O:20], predict the reactants needed to synthesize it. The reactants are: [CH3:1][O:2][C:3]1[CH:8]=[CH:7][C:6]([NH:9][C:10]2[N:11]=[N:12][C:13]([CH:16]([NH:18][C:19]([C:21]3O[CH:23]=[CH:24][CH:25]=3)=[O:20])[CH3:17])=[CH:14][N:15]=2)=[CH:5][CH:4]=1.NC(C1N=NC(NC2C=CC(OC)=CC=2)=NC=1)C.[F:44][C:45]1C=CC=C[C:46]=1C(Cl)=O. (3) Given the product [Cl:1][C:2]([O:20][CH:16]([CH2:17][CH2:18][CH3:19])[CH2:15][CH2:14][CH3:13])=[O:4], predict the reactants needed to synthesize it. The reactants are: [Cl:1][C:2](Cl)([O:4]C(=O)OC(Cl)(Cl)Cl)Cl.[CH3:13][CH2:14][CH2:15][CH:16]([OH:20])[CH2:17][CH2:18][CH3:19]. (4) Given the product [CH:10]1[C:11]([C:14]#[N:15])=[CH:12][CH:13]=[C:8]([CH:7]([N:2]2[N:3]=[CH:4][N:25]=[CH:24]2)[C:16]2[CH:21]=[CH:20][C:19]([C:22]#[N:23])=[CH:18][CH:17]=2)[CH:9]=1, predict the reactants needed to synthesize it. The reactants are: N1C=[CH:4][N:3]=[N:2]1.Br[CH:7]([C:16]1[CH:21]=[CH:20][C:19]([C:22]#[N:23])=[CH:18][CH:17]=1)[C:8]1[CH:13]=[CH:12][C:11]([C:14]#[N:15])=[CH:10][CH:9]=1.[CH3:24][N:25](C=O)C.C(=O)([O-])[O-].[K+].[K+].